Predict which catalyst facilitates the given reaction. From a dataset of Catalyst prediction with 721,799 reactions and 888 catalyst types from USPTO. Reactant: Cl[C:2]1[C:11]2[C:6](=[CH:7][C:8]([O:14][CH2:15][CH:16]3[CH2:21][CH2:20][N:19]([CH3:22])[CH2:18][CH2:17]3)=[C:9]([O:12]C)[CH:10]=2)[N:5]=[CH:4][N:3]=1.NC(C(O)=[O:30])CCSC.[OH-].[Na+]. Product: [CH3:22][N:19]1[CH2:20][CH2:21][CH:16]([CH2:15][O:14][C:8]2[CH:7]=[C:6]3[C:11]([C:2]([OH:30])=[N:3][CH:4]=[N:5]3)=[CH:10][C:9]=2[OH:12])[CH2:17][CH2:18]1. The catalyst class is: 501.